Dataset: Reaction yield outcomes from USPTO patents with 853,638 reactions. Task: Predict the reaction yield, written as a fraction of the theoretical maximum amount of product (1.0 means a 100% yield; for example, 0.34 means a 34% yield). (1) The reactants are [F:1][C:2]1[CH:7]=[CH:6][C:5]([C:8]2[CH:13]=[CH:12][N:11]([C:14]3[CH:15]=[CH:16][C:17]4[C:18]5[CH2:27][NH:26][CH2:25][CH2:24][C:19]=5[N:20]([CH3:23])[C:21]=4[CH:22]=3)[C:10](=[O:28])[CH:9]=2)=[C:4]([O:29][CH3:30])[CH:3]=1.[C:31]1(N)C(F)=C(F)C(F)=C(N)C=1F.[ClH:43].Cl. No catalyst specified. The product is [ClH:43].[CH3:31][N:26]1[CH2:25][CH2:24][C:19]2[N:20]([CH3:23])[C:21]3[CH:22]=[C:14]([N:11]4[CH:12]=[CH:13][C:8]([C:5]5[CH:6]=[CH:7][C:2]([F:1])=[CH:3][C:4]=5[O:29][CH3:30])=[CH:9][C:10]4=[O:28])[CH:15]=[CH:16][C:17]=3[C:18]=2[CH2:27]1. The yield is 0.520. (2) The reactants are [Cl:1][C:2]1[C:7]([I:8])=[CH:6][C:5]([NH:9][CH:10]([CH3:14])[C:11]([OH:13])=O)=[C:4]([O:15][CH3:16])[CH:3]=1.[N:17]1([CH:23]2[CH2:26][N:25]([C:27]([O:29][C:30]([CH3:33])([CH3:32])[CH3:31])=[O:28])[CH2:24]2)[CH2:22][CH2:21][NH:20][CH2:19][CH2:18]1.CCN=C=NCCCN(C)C.Cl.C1C=CC2N(O)N=NC=2C=1.CCN(CC)CC. The catalyst is CN(C=O)C. The product is [Cl:1][C:2]1[C:7]([I:8])=[CH:6][C:5]([NH:9][CH:10]([CH3:14])[C:11]([N:20]2[CH2:21][CH2:22][N:17]([CH:23]3[CH2:24][N:25]([C:27]([O:29][C:30]([CH3:33])([CH3:32])[CH3:31])=[O:28])[CH2:26]3)[CH2:18][CH2:19]2)=[O:13])=[C:4]([O:15][CH3:16])[CH:3]=1. The yield is 0.550. (3) The reactants are [NH2:1]OS(O)(=O)=O.[CH3:7][CH:8]([NH:14][C:15](=[O:21])[O:16][C:17]([CH3:20])([CH3:19])[CH3:18])[C:9](=O)[C:10]#[C:11][CH3:12].C(=O)(O)[O-].[Na+].[SH-:27].[Na+]. The catalyst is CO. The product is [C:17]([O:16][C:15](=[O:21])[NH:14][CH:8]([C:9]1[CH:10]=[C:11]([CH3:12])[S:27][N:1]=1)[CH3:7])([CH3:20])([CH3:19])[CH3:18]. The yield is 0.240. (4) The reactants are [ClH:1].CCOCC.[OH:7][C:8]1[CH:13]=[CH:12][CH:11]=[CH:10][C:9]=1[C:14]1[N:23]=[C:22]([N:24]2[CH2:28][CH2:27][C@@H:26]([NH:29][C:30](=[O:35])[O:31][CH:32]([CH3:34])[CH3:33])[CH2:25]2)[C:21]2[C:16](=[CH:17][C:18]([CH3:36])=[CH:19][CH:20]=2)[N:15]=1. The catalyst is C(Cl)Cl.CO. The product is [ClH:1].[OH:7][C:8]1[CH:13]=[CH:12][CH:11]=[CH:10][C:9]=1[C:14]1[N:23]=[C:22]([N:24]2[CH2:28][CH2:27][C@@H:26]([NH:29][C:30](=[O:35])[O:31][CH:32]([CH3:33])[CH3:34])[CH2:25]2)[C:21]2[C:16](=[CH:17][C:18]([CH3:36])=[CH:19][CH:20]=2)[N:15]=1. The yield is 0.800. (5) The reactants are [CH3:1][O:2][C:3]([C:5]1[C:14]2[C:9](=[CH:10][CH:11]=[C:12]([OH:16])[C:13]=2[F:15])[N:8]=[CH:7][C:6]=1[O:17][C:18](=[O:20])[CH3:19])=[O:4].[C:21]1(P(C2C=CC=CC=2)C2C=CC=CC=2)C=CC=CC=1.N(C(OCC)=O)=NC(OCC)=O. The catalyst is O1CCCC1.CO.ClCCl. The product is [CH3:1][O:2][C:3]([C:5]1[C:14]2[C:9](=[CH:10][CH:11]=[C:12]([O:16][CH3:21])[C:13]=2[F:15])[N:8]=[CH:7][C:6]=1[O:17][C:18](=[O:20])[CH3:19])=[O:4]. The yield is 0.650. (6) The reactants are [B:10]1([B:10]2[O:14][C:13]([CH3:16])([CH3:15])[C:12]([CH3:18])([CH3:17])[O:11]2)[O:14][C:13]([CH3:16])([CH3:15])[C:12]([CH3:18])([CH3:17])[O:11]1.Br[C:20]1[CH:25]=[CH:24][C:23]([C:26]2([F:30])[CH2:29][O:28][CH2:27]2)=[CH:22][C:21]=1[O:31][CH3:32].C([O-])(=O)C.[K+]. The catalyst is CN(C=O)C.CCOCC.C1C=CC(P(C2C=CC=CC=2)[C-]2C=CC=C2)=CC=1.C1C=CC(P(C2C=CC=CC=2)[C-]2C=CC=C2)=CC=1.Cl[Pd]Cl.[Fe+2].C(Cl)Cl. The product is [F:30][C:26]1([C:23]2[CH:24]=[CH:25][C:20]([B:10]3[O:11][C:12]([CH3:17])([CH3:18])[C:13]([CH3:15])([CH3:16])[O:14]3)=[C:21]([O:31][CH3:32])[CH:22]=2)[CH2:27][O:28][CH2:29]1. The yield is 0.489. (7) The reactants are [CH2:1]([O:3][C:4]([CH:6]1[CH2:11][NH:10][CH2:9][CH2:8][N:7]1[S:12]([C:15]1[CH:20]=[CH:19][C:18]([O:21][CH2:22][C:23]#[C:24][CH3:25])=[CH:17][CH:16]=1)(=[O:14])=[O:13])=[O:5])[CH3:2].[CH3:26][N:27]([C:31]1[CH:36]=[CH:35][CH:34]=[CH:33][CH:32]=1)[C:28](Cl)=[O:29]. No catalyst specified. The product is [CH2:22]([O:21][C:18]1[CH:19]=[CH:20][C:15]([S:12]([N:7]2[CH2:8][CH2:9][N:10]([C:28]([N:27]([CH3:26])[C:31]3[CH:36]=[CH:35][CH:34]=[CH:33][CH:32]=3)=[O:29])[CH2:11][CH:6]2[C:4]([O:3][CH2:1][CH3:2])=[O:5])(=[O:13])=[O:14])=[CH:16][CH:17]=1)[C:23]#[C:24][CH3:25]. The yield is 0.980. (8) The reactants are C[O:2][C:3]1[CH:12]=[C:11]([CH3:13])[C:10]2[NH:9][C:8](=[O:14])[C:7]3[S:15][CH:16]=[CH:17][C:6]=3[C:5]=2[C:4]=1[C:18]1[CH:23]=[CH:22][C:21]([C@@H:24]([CH3:34])[CH2:25][NH:26]C(=O)OC(C)(C)C)=[CH:20][CH:19]=1.BrB(Br)Br. No catalyst specified. The product is [NH2:26][CH2:25][C@@H:24]([C:21]1[CH:20]=[CH:19][C:18]([C:4]2[C:5]3[C:6]4[CH:17]=[CH:16][S:15][C:7]=4[C:8](=[O:14])[NH:9][C:10]=3[C:11]([CH3:13])=[CH:12][C:3]=2[OH:2])=[CH:23][CH:22]=1)[CH3:34]. The yield is 0.510.